This data is from Forward reaction prediction with 1.9M reactions from USPTO patents (1976-2016). The task is: Predict the product of the given reaction. (1) Given the reactants [N+](C1C=C2C(=CC=1)NN=C2)([O-])=O.FC1C=CC(B(O)O)=CC=1.[N+:23]([C:26]1[CH:27]=[C:28]2[C:32](=[CH:33][CH:34]=1)[N:31]([C:35]1[CH:40]=[CH:39][C:38]([F:41])=[CH:37][CH:36]=1)[N:30]=[CH:29]2)([O-])=O.[NH4+].[Cl-].[In], predict the reaction product. The product is: [NH2:23][C:26]1[CH:27]=[C:28]2[C:32](=[CH:33][CH:34]=1)[N:31]([C:35]1[CH:40]=[CH:39][C:38]([F:41])=[CH:37][CH:36]=1)[N:30]=[CH:29]2. (2) Given the reactants [CH3:1][N:2]1[CH2:7][CH:6]=[C:5](B2OC(C)(C)C(C)(C)O2)[CH2:4][CH2:3]1.Br[C:18]1[CH:23]=[CH:22][C:21]([C:24]([F:27])([F:26])[F:25])=[CH:20][C:19]=1[C:28]1[CH:37]=[CH:36][CH:35]=[C:34]2[C:29]=1[CH2:30][CH2:31][N:32]([S:38]([NH:41][C:42]1[S:43][C:44]([F:47])=[CH:45][N:46]=1)(=[O:40])=[O:39])[CH2:33]2.P([O-])([O-])([O-])=O.[K+].[K+].[K+], predict the reaction product. The product is: [F:47][C:44]1[S:43][C:42]([NH:41][S:38]([N:32]2[CH2:31][CH2:30][C:29]3[C:34](=[CH:35][CH:36]=[CH:37][C:28]=3[C:19]3[CH:20]=[C:21]([C:24]([F:26])([F:25])[F:27])[CH:22]=[CH:23][C:18]=3[C:5]3[CH2:4][CH2:3][N:2]([CH3:1])[CH2:7][CH:6]=3)[CH2:33]2)(=[O:39])=[O:40])=[N:46][CH:45]=1.